The task is: Binary Classification. Given a drug SMILES string, predict its activity (active/inactive) in a high-throughput screening assay against a specified biological target.. This data is from HIV replication inhibition screening data with 41,000+ compounds from the AIDS Antiviral Screen. (1) The molecule is N=C(N)NS(=O)(=O)c1ccc(Nc2c3ccccc3nc3c(C(=O)Nc4ccc(S(N)(=O)=O)cc4)ccc(Cl)c23)cc1. The result is 0 (inactive). (2) The compound is C=C1CC(Cn2ccc(=O)[nH]c2=O)(c2ccc(Cl)cc2)OC1=O. The result is 0 (inactive). (3) The molecule is N#Cc1ccc(N=C(NCC(=O)O)Nc2cccc3ccccc23)cc1. The result is 0 (inactive).